From a dataset of Full USPTO retrosynthesis dataset with 1.9M reactions from patents (1976-2016). Predict the reactants needed to synthesize the given product. Given the product [Br:33][CH2:34][CH2:35][O:9][C:7]1[CH:6]=[CH:5][C:4]([C:10]2[N:14]=[C:13]([C:15]3[CH:16]=[CH:17][C:18]([O:23][CH:24]([CH3:25])[CH3:26])=[C:19]([CH:22]=3)[C:20]#[N:21])[O:12][N:11]=2)=[C:3]([CH2:1][CH3:2])[CH:8]=1, predict the reactants needed to synthesize it. The reactants are: [CH2:1]([C:3]1[CH:8]=[C:7]([OH:9])[CH:6]=[CH:5][C:4]=1[C:10]1[N:14]=[C:13]([C:15]2[CH:16]=[CH:17][C:18]([O:23][CH:24]([CH3:26])[CH3:25])=[C:19]([CH:22]=2)[C:20]#[N:21])[O:12][N:11]=1)[CH3:2].C(=O)([O-])[O-].[K+].[K+].[Br:33][CH2:34][CH2:35]Br.